This data is from NCI-60 drug combinations with 297,098 pairs across 59 cell lines. The task is: Regression. Given two drug SMILES strings and cell line genomic features, predict the synergy score measuring deviation from expected non-interaction effect. (1) Drug 1: C1=CN(C=N1)CC(O)(P(=O)(O)O)P(=O)(O)O. Drug 2: C1C(C(OC1N2C=NC(=NC2=O)N)CO)O. Cell line: NCI-H460. Synergy scores: CSS=1.31, Synergy_ZIP=0.955, Synergy_Bliss=3.74, Synergy_Loewe=-7.98, Synergy_HSA=-2.34. (2) Drug 1: CC1=C(N=C(N=C1N)C(CC(=O)N)NCC(C(=O)N)N)C(=O)NC(C(C2=CN=CN2)OC3C(C(C(C(O3)CO)O)O)OC4C(C(C(C(O4)CO)O)OC(=O)N)O)C(=O)NC(C)C(C(C)C(=O)NC(C(C)O)C(=O)NCCC5=NC(=CS5)C6=NC(=CS6)C(=O)NCCC[S+](C)C)O. Drug 2: COCCOC1=C(C=C2C(=C1)C(=NC=N2)NC3=CC=CC(=C3)C#C)OCCOC.Cl. Cell line: SK-MEL-28. Synergy scores: CSS=3.88, Synergy_ZIP=4.81, Synergy_Bliss=1.26, Synergy_Loewe=-0.686, Synergy_HSA=0.0395. (3) Drug 1: C1=CC=C(C=C1)NC(=O)CCCCCCC(=O)NO. Drug 2: C#CCC(CC1=CN=C2C(=N1)C(=NC(=N2)N)N)C3=CC=C(C=C3)C(=O)NC(CCC(=O)O)C(=O)O. Cell line: MDA-MB-435. Synergy scores: CSS=46.3, Synergy_ZIP=3.24, Synergy_Bliss=0.198, Synergy_Loewe=-20.4, Synergy_HSA=-0.271. (4) Drug 1: C1=CN(C=N1)CC(O)(P(=O)(O)O)P(=O)(O)O. Drug 2: CC1CCCC2(C(O2)CC(NC(=O)CC(C(C(=O)C(C1O)C)(C)C)O)C(=CC3=CSC(=N3)C)C)C. Cell line: M14. Synergy scores: CSS=52.5, Synergy_ZIP=0.560, Synergy_Bliss=-1.35, Synergy_Loewe=-20.8, Synergy_HSA=0.672. (5) Drug 1: CC12CCC3C(C1CCC2=O)CC(=C)C4=CC(=O)C=CC34C. Drug 2: CN1C2=C(C=C(C=C2)N(CCCl)CCCl)N=C1CCCC(=O)O.Cl. Cell line: HOP-92. Synergy scores: CSS=16.8, Synergy_ZIP=-2.28, Synergy_Bliss=-3.66, Synergy_Loewe=-15.7, Synergy_HSA=-3.36. (6) Drug 1: CC1=C(C=C(C=C1)C(=O)NC2=CC(=CC(=C2)C(F)(F)F)N3C=C(N=C3)C)NC4=NC=CC(=N4)C5=CN=CC=C5. Drug 2: C1CN(CCN1C(=O)CCBr)C(=O)CCBr. Cell line: MOLT-4. Synergy scores: CSS=60.4, Synergy_ZIP=5.61, Synergy_Bliss=5.14, Synergy_Loewe=0.0365, Synergy_HSA=3.53.